This data is from Full USPTO retrosynthesis dataset with 1.9M reactions from patents (1976-2016). The task is: Predict the reactants needed to synthesize the given product. (1) Given the product [CH3:1][O:2][C:3](=[O:18])[C:4]1[CH:9]=[CH:8][C:7]([CH2:10][CH2:11][CH2:12][N:28]2[CH2:29][CH2:30][CH2:31][CH:26]([NH:25][C:24]([O:23][C:19]([CH3:22])([CH3:21])[CH3:20])=[O:32])[CH2:27]2)=[CH:6][CH:5]=1, predict the reactants needed to synthesize it. The reactants are: [CH3:1][O:2][C:3](=[O:18])[C:4]1[CH:9]=[CH:8][C:7]([CH2:10][CH2:11][CH2:12]OS(C)(=O)=O)=[CH:6][CH:5]=1.[C:19]([O:23][C:24](=[O:32])[NH:25][CH:26]1[CH2:31][CH2:30][CH2:29][NH:28][CH2:27]1)([CH3:22])([CH3:21])[CH3:20].C(=O)([O-])[O-].[K+].[K+].[I-].[Na+]. (2) Given the product [NH2:34][C:25]1[CH:24]=[C:23]([CH:28]=[CH:27][C:26]=1[N:29]1[CH:33]=[N:32][CH:31]=[N:30]1)[C:22]([NH:21][C:4]1[C:5]([CH2:19][CH3:20])=[CH:6][C:7]([C:9]([F:18])([C:10]([F:11])([F:12])[F:13])[C:14]([F:16])([F:17])[F:15])=[CH:8][C:3]=1[CH2:1][CH3:2])=[O:37], predict the reactants needed to synthesize it. The reactants are: [CH2:1]([C:3]1[CH:8]=[C:7]([C:9]([F:18])([C:14]([F:17])([F:16])[F:15])[C:10]([F:13])([F:12])[F:11])[CH:6]=[C:5]([CH2:19][CH3:20])[C:4]=1[NH:21][C:22](=[O:37])[C:23]1[CH:28]=[CH:27][C:26]([N:29]2[CH:33]=[N:32][CH:31]=[N:30]2)=[C:25]([N+:34]([O-])=O)[CH:24]=1)[CH3:2]. (3) Given the product [CH2:1]([S:5]([N:16]1[CH2:17][CH2:18][C:19]2[N:10]=[C:11]([C:20]([O:22][CH3:23])=[O:21])[CH:12]=[CH:13][C:14]=2[CH2:15]1)(=[O:7])=[O:6])[CH2:2][CH2:3][CH3:4], predict the reactants needed to synthesize it. The reactants are: [CH2:1]([S:5](Cl)(=[O:7])=[O:6])[CH2:2][CH2:3][CH3:4].Cl.[N:10]1[C:19]2[CH2:18][CH2:17][NH:16][CH2:15][C:14]=2[CH:13]=[CH:12][C:11]=1[C:20]([O:22][CH3:23])=[O:21]. (4) Given the product [Br:26][CH2:24][C:23]([C:14]1[CH:15]=[C:16]([N:20]([CH3:22])[CH3:21])[C:17]([O:18][CH3:19])=[C:12]([C:8]([CH3:11])([CH3:9])[CH3:10])[CH:13]=1)=[O:25], predict the reactants needed to synthesize it. The reactants are: C(N(CC)CC)C.[C:8]([C:12]1[CH:13]=[C:14]([C:23](=[O:25])[CH3:24])[CH:15]=[C:16]([N:20]([CH3:22])[CH3:21])[C:17]=1[O:18][CH3:19])([CH3:11])([CH3:10])[CH3:9].[Br:26]N1C(=O)CCC1=O.C(OCC)(=O)C. (5) Given the product [CH3:31][O:32][C:33]1[CH:34]=[C:35]([C@H:39]([NH:41][CH:2]2[CH2:6][CH2:5][N:4]([C:7]([O:9][C:10]([CH3:13])([CH3:12])[CH3:11])=[O:8])[CH2:3]2)[CH3:40])[CH:36]=[CH:37][CH:38]=1, predict the reactants needed to synthesize it. The reactants are: O[C@H:2]1[CH2:6][CH2:5][N:4]([C:7]([O:9][C:10]([CH3:13])([CH3:12])[CH3:11])=[O:8])[CH2:3]1.C(N(C(C)C)CC)(C)C.FC(F)(F)S(O)(=O)=O.[CH3:31][O:32][C:33]1[CH:34]=[C:35]([C@H:39]([NH2:41])[CH3:40])[CH:36]=[CH:37][CH:38]=1.C(=O)(O)[O-].[Na+]. (6) Given the product [OH:1][CH:2]([C:32]1[CH:37]=[CH:36][C:35]([O:38][CH2:54][CH2:53][CH2:52][O:45][C:46]2[CH:51]=[CH:50][CH:49]=[CH:48][CH:47]=2)=[CH:34][CH:33]=1)[CH:3]([NH:18][C:19]([C:21]1[CH:22]=[CH:23][CH:24]=[C:25]2[CH2:31][CH2:30][CH2:29][CH:28]=[CH:27][C:26]=12)=[O:20])[CH2:4][C:5]1[CH:10]=[CH:9][CH:8]=[C:7]([O:11][C:12]([F:16])([F:17])[CH:13]([F:15])[F:14])[CH:6]=1, predict the reactants needed to synthesize it. The reactants are: [OH:1][CH:2]([C:32]1[CH:37]=[CH:36][C:35]([OH:38])=[CH:34][CH:33]=1)[CH:3]([NH:18][C:19]([C:21]1[CH:22]=[CH:23][CH:24]=[C:25]2[CH2:31][CH2:30][CH2:29][CH:28]=[CH:27][C:26]=12)=[O:20])[CH2:4][C:5]1[CH:10]=[CH:9][CH:8]=[C:7]([O:11][C:12]([F:17])([F:16])[CH:13]([F:15])[F:14])[CH:6]=1.C(=O)([O-])[O-].[K+].[K+].[O:45]([CH2:52][CH2:53][CH2:54]Br)[C:46]1[CH:51]=[CH:50][CH:49]=[CH:48][CH:47]=1.